Dataset: Catalyst prediction with 721,799 reactions and 888 catalyst types from USPTO. Task: Predict which catalyst facilitates the given reaction. (1) Reactant: [NH2:1][C:2]1[N:11]=[C:10]([OH:12])[C:9]2[C:4](=[N:5][CH:6]=[C:7]([CH2:13][NH:14][C:15]3[CH:55]=[CH:54][C:18]([C:19]([NH:21][C@H:22]([C:47]([O:49]C(C)(C)C)=[O:48])[CH2:23][CH2:24][C:25](=[O:46])[NH:26][CH2:27][CH2:28][O:29][CH2:30][CH2:31][O:32][CH2:33][CH2:34][O:35][CH2:36][CH2:37][NH:38]C(=O)OC(C)(C)C)=[O:20])=[CH:17][CH:16]=3)[N:8]=2)[N:3]=1. Product: [NH2:38][CH2:37][CH2:36][O:35][CH2:34][CH2:33][O:32][CH2:31][CH2:30][O:29][CH2:28][CH2:27][NH:26][C:25](=[O:46])[CH2:24][CH2:23][C@H:22]([NH:21][C:19](=[O:20])[C:18]1[CH:54]=[CH:55][C:15]([NH:14][CH2:13][C:7]2[N:8]=[C:9]3[C:4](=[N:5][CH:6]=2)[N:3]=[C:2]([NH2:1])[N:11]=[C:10]3[OH:12])=[CH:16][CH:17]=1)[C:47]([OH:49])=[O:48]. The catalyst class is: 33. (2) Reactant: C(=O)([O:7][C:8]1[C:20]2[CH2:19][O:18][C:17](=[O:21])[C:16]=2[C:15]([C:22]2[CH:27]=[CH:26][CH:25]=[CH:24][CH:23]=2)=[C:14]2[C:9]=1[CH:10]=[C:11]([O:30][CH3:31])[C:12]([O:28][CH3:29])=[CH:13]2)OC(C)(C)C.N1CCCCC1.Cl. Product: [OH:7][C:8]1[C:20]2[CH2:19][O:18][C:17](=[O:21])[C:16]=2[C:15]([C:22]2[CH:27]=[CH:26][CH:25]=[CH:24][CH:23]=2)=[C:14]2[C:9]=1[CH:10]=[C:11]([O:30][CH3:31])[C:12]([O:28][CH3:29])=[CH:13]2. The catalyst class is: 4.